From a dataset of NCI-60 drug combinations with 297,098 pairs across 59 cell lines. Regression. Given two drug SMILES strings and cell line genomic features, predict the synergy score measuring deviation from expected non-interaction effect. (1) Drug 1: CC(C1=C(C=CC(=C1Cl)F)Cl)OC2=C(N=CC(=C2)C3=CN(N=C3)C4CCNCC4)N. Drug 2: CC12CCC3C(C1CCC2O)C(CC4=C3C=CC(=C4)O)CCCCCCCCCS(=O)CCCC(C(F)(F)F)(F)F. Cell line: NCI-H226. Synergy scores: CSS=4.35, Synergy_ZIP=-3.29, Synergy_Bliss=-2.07, Synergy_Loewe=-1.91, Synergy_HSA=-1.90. (2) Drug 1: CC1C(C(CC(O1)OC2CC(CC3=C2C(=C4C(=C3O)C(=O)C5=C(C4=O)C(=CC=C5)OC)O)(C(=O)CO)O)N)O.Cl. Drug 2: CCC1=CC2CC(C3=C(CN(C2)C1)C4=CC=CC=C4N3)(C5=C(C=C6C(=C5)C78CCN9C7C(C=CC9)(C(C(C8N6C)(C(=O)OC)O)OC(=O)C)CC)OC)C(=O)OC.C(C(C(=O)O)O)(C(=O)O)O. Cell line: HCT116. Synergy scores: CSS=64.7, Synergy_ZIP=4.41, Synergy_Bliss=3.85, Synergy_Loewe=-8.11, Synergy_HSA=3.37. (3) Drug 1: CC1=C(C(CCC1)(C)C)C=CC(=CC=CC(=CC(=O)O)C)C. Drug 2: CC1=C(C(=O)C2=C(C1=O)N3CC4C(C3(C2COC(=O)N)OC)N4)N. Cell line: A549. Synergy scores: CSS=49.5, Synergy_ZIP=-1.19, Synergy_Bliss=-0.499, Synergy_Loewe=3.30, Synergy_HSA=3.98. (4) Drug 1: C1CCC(C1)C(CC#N)N2C=C(C=N2)C3=C4C=CNC4=NC=N3. Drug 2: CCC1=C2CN3C(=CC4=C(C3=O)COC(=O)C4(CC)O)C2=NC5=C1C=C(C=C5)O. Cell line: COLO 205. Synergy scores: CSS=48.9, Synergy_ZIP=12.4, Synergy_Bliss=11.6, Synergy_Loewe=-21.4, Synergy_HSA=5.85. (5) Drug 1: CC12CCC3C(C1CCC2=O)CC(=C)C4=CC(=O)C=CC34C. Drug 2: CCN(CC)CCCC(C)NC1=C2C=C(C=CC2=NC3=C1C=CC(=C3)Cl)OC. Cell line: ACHN. Synergy scores: CSS=58.3, Synergy_ZIP=5.93, Synergy_Bliss=6.88, Synergy_Loewe=1.45, Synergy_HSA=8.30. (6) Drug 1: CS(=O)(=O)C1=CC(=C(C=C1)C(=O)NC2=CC(=C(C=C2)Cl)C3=CC=CC=N3)Cl. Drug 2: CC1C(C(CC(O1)OC2CC(OC(C2O)C)OC3=CC4=CC5=C(C(=O)C(C(C5)C(C(=O)C(C(C)O)O)OC)OC6CC(C(C(O6)C)O)OC7CC(C(C(O7)C)O)OC8CC(C(C(O8)C)O)(C)O)C(=C4C(=C3C)O)O)O)O. Cell line: OVCAR3. Synergy scores: CSS=50.9, Synergy_ZIP=27.8, Synergy_Bliss=23.6, Synergy_Loewe=22.3, Synergy_HSA=22.3. (7) Drug 1: CNC(=O)C1=NC=CC(=C1)OC2=CC=C(C=C2)NC(=O)NC3=CC(=C(C=C3)Cl)C(F)(F)F. Drug 2: C#CCC(CC1=CN=C2C(=N1)C(=NC(=N2)N)N)C3=CC=C(C=C3)C(=O)NC(CCC(=O)O)C(=O)O. Cell line: NCI-H522. Synergy scores: CSS=0.867, Synergy_ZIP=0.943, Synergy_Bliss=3.47, Synergy_Loewe=-1.56, Synergy_HSA=-1.56. (8) Drug 1: CC1C(C(CC(O1)OC2CC(CC3=C2C(=C4C(=C3O)C(=O)C5=C(C4=O)C(=CC=C5)OC)O)(C(=O)CO)O)N)O.Cl. Drug 2: CC12CCC3C(C1CCC2=O)CC(=C)C4=CC(=O)C=CC34C. Cell line: MALME-3M. Synergy scores: CSS=0.335, Synergy_ZIP=2.19, Synergy_Bliss=2.11, Synergy_Loewe=-2.14, Synergy_HSA=-2.06. (9) Drug 1: C(CC(=O)O)C(=O)CN.Cl. Drug 2: CCC1(C2=C(COC1=O)C(=O)N3CC4=CC5=C(C=CC(=C5CN(C)C)O)N=C4C3=C2)O.Cl. Cell line: NCI-H226. Synergy scores: CSS=27.3, Synergy_ZIP=-4.87, Synergy_Bliss=-4.07, Synergy_Loewe=-1.94, Synergy_HSA=-1.75. (10) Drug 1: CC(CN1CC(=O)NC(=O)C1)N2CC(=O)NC(=O)C2. Drug 2: CC(C1=C(C=CC(=C1Cl)F)Cl)OC2=C(N=CC(=C2)C3=CN(N=C3)C4CCNCC4)N. Cell line: SNB-75. Synergy scores: CSS=-1.46, Synergy_ZIP=-1.29, Synergy_Bliss=-4.13, Synergy_Loewe=-5.93, Synergy_HSA=-4.70.